Task: Regression. Given two drug SMILES strings and cell line genomic features, predict the synergy score measuring deviation from expected non-interaction effect.. Dataset: NCI-60 drug combinations with 297,098 pairs across 59 cell lines Drug 1: CC(C1=C(C=CC(=C1Cl)F)Cl)OC2=C(N=CC(=C2)C3=CN(N=C3)C4CCNCC4)N. Drug 2: CCC(=C(C1=CC=CC=C1)C2=CC=C(C=C2)OCCN(C)C)C3=CC=CC=C3.C(C(=O)O)C(CC(=O)O)(C(=O)O)O. Cell line: HL-60(TB). Synergy scores: CSS=35.9, Synergy_ZIP=18.5, Synergy_Bliss=24.9, Synergy_Loewe=15.2, Synergy_HSA=19.6.